The task is: Predict the reaction yield, written as a fraction of the theoretical maximum amount of product (1.0 means a 100% yield; for example, 0.34 means a 34% yield).. This data is from Reaction yield outcomes from USPTO patents with 853,638 reactions. (1) The reactants are [F:1][C:2]1[CH:7]=[CH:6][CH:5]=[CH:4][C:3]=1[C:8]1[C:12]([C:13]2[CH:30]=[CH:29][C:16]3[N:17]=[C:18]([NH:20]C(=O)C4C=CC=CC=4)[S:19][C:15]=3[CH:14]=2)=[CH:11][N:10]([CH3:31])[N:9]=1.O.[OH-].[Na+]. The catalyst is OS(O)(=O)=O. The product is [F:1][C:2]1[CH:7]=[CH:6][CH:5]=[CH:4][C:3]=1[C:8]1[C:12]([C:13]2[CH:30]=[CH:29][C:16]3[N:17]=[C:18]([NH2:20])[S:19][C:15]=3[CH:14]=2)=[CH:11][N:10]([CH3:31])[N:9]=1. The yield is 0.550. (2) The reactants are [CH3:1][C:2]1[O:6][N:5]=[C:4]([C:7]2[CH:12]=[CH:11][CH:10]=[CH:9][CH:8]=2)[C:3]=1[CH2:13][O:14][C:15]1[CH:20]=[CH:19][C:18]([S:21][CH3:22])=[CH:17][N:16]=1.C1(S(N2C(C3C=CC=CC=3)O2)(=O)=[O:30])C=CC=CC=1. The catalyst is ClCCl. The product is [CH3:22][S:21]([C:18]1[CH:19]=[CH:20][C:15]([O:14][CH2:13][C:3]2[C:4]([C:7]3[CH:8]=[CH:9][CH:10]=[CH:11][CH:12]=3)=[N:5][O:6][C:2]=2[CH3:1])=[N:16][CH:17]=1)=[O:30]. The yield is 0.950. (3) The reactants are C([O:3][CH2:4][CH2:5][O:6][NH:7][C:8]([C:10]1[CH:11]=[CH:12][C:13]2[N:14]([CH:27]=[N:28][CH:29]=2)[C:15]=1[NH:16][C:17]1[CH:22]=[CH:21][C:20]([CH:23]2[CH2:25][CH2:24]2)=[CH:19][C:18]=1[F:26])=[O:9])=C.Cl. The catalyst is CO. The product is [OH:3][CH2:4][CH2:5][O:6][NH:7][C:8]([C:10]1[CH:11]=[CH:12][C:13]2[N:14]([CH:27]=[N:28][CH:29]=2)[C:15]=1[NH:16][C:17]1[CH:22]=[CH:21][C:20]([CH:23]2[CH2:24][CH2:25]2)=[CH:19][C:18]=1[F:26])=[O:9]. The yield is 0.410.